Dataset: Catalyst prediction with 721,799 reactions and 888 catalyst types from USPTO. Task: Predict which catalyst facilitates the given reaction. (1) Reactant: Cl[C:2]1[N:7]=[C:6]([N:8]2[CH2:13][CH2:12][CH:11]([CH3:14])[CH2:10][CH2:9]2)[C:5]([N+:15]([O-:17])=[O:16])=[CH:4][N:3]=1.[CH3:18][N:19]1[CH2:24][CH2:23][NH:22][CH2:21][CH2:20]1. Product: [CH3:18][N:19]1[CH2:24][CH2:23][N:22]([C:2]2[N:7]=[C:6]([N:8]3[CH2:13][CH2:12][CH:11]([CH3:14])[CH2:10][CH2:9]3)[C:5]([N+:15]([O-:17])=[O:16])=[CH:4][N:3]=2)[CH2:21][CH2:20]1. The catalyst class is: 3. (2) Reactant: C([O:3][C:4]([CH:6]1[CH2:11][CH2:10][N:9]([C:12]([C:14]2[N:15]=[C:16]3[C:21]([C:22]([F:25])([F:24])[F:23])=[CH:20][C:19]([C:26]4[CH:30]=[CH:29][O:28][CH:27]=4)=[CH:18][N:17]3[C:31]=2[Cl:32])=[O:13])[CH2:8][CH2:7]1)=[O:5])C.[Li+].[OH-]. Product: [Cl:32][C:31]1[N:17]2[CH:18]=[C:19]([C:26]3[CH:30]=[CH:29][O:28][CH:27]=3)[CH:20]=[C:21]([C:22]([F:25])([F:23])[F:24])[C:16]2=[N:15][C:14]=1[C:12]([N:9]1[CH2:10][CH2:11][CH:6]([C:4]([OH:5])=[O:3])[CH2:7][CH2:8]1)=[O:13]. The catalyst class is: 1. (3) Reactant: [CH3:1][N:2]([CH3:21])[C@@H:3]([CH3:20])[C:4]([N:6]1[C:14]2[C:9](=[CH:10][C:11]([O:18][CH3:19])=[C:12]([N+:15]([O-])=O)[CH:13]=2)[CH2:8][CH2:7]1)=[O:5]. Product: [CH3:1][N:2]([CH3:21])[C@@H:3]([CH3:20])[C:4]([N:6]1[C:14]2[C:9](=[CH:10][C:11]([O:18][CH3:19])=[C:12]([NH2:15])[CH:13]=2)[CH2:8][CH2:7]1)=[O:5]. The catalyst class is: 78. (4) Reactant: [NH2:1][C:2](=[S:33])[CH2:3][CH2:4][C@@H:5]([NH:25][C:26](=[O:32])[O:27][C:28]([CH3:31])([CH3:30])[CH3:29])[C@@H:6]([O:17][Si:18]([C:21]([CH3:24])([CH3:23])[CH3:22])([CH3:20])[CH3:19])[C:7]1[CH:12]=[CH:11][C:10]([C:13]([F:16])([F:15])[F:14])=[CH:9][CH:8]=1.Cl[CH2:35][CH:36]=O. Product: [Si:18]([O:17][C@@H:6]([C:7]1[CH:12]=[CH:11][C:10]([C:13]([F:14])([F:16])[F:15])=[CH:9][CH:8]=1)[C@H:5]([NH:25][C:26](=[O:32])[O:27][C:28]([CH3:31])([CH3:30])[CH3:29])[CH2:4][CH2:3][C:2]1[S:33][CH:35]=[CH:36][N:1]=1)([C:21]([CH3:24])([CH3:22])[CH3:23])([CH3:19])[CH3:20]. The catalyst class is: 11. (5) Reactant: [F:1][C:2]1[CH:46]=[CH:45][C:5]([CH2:6][CH2:7][N:8]2[CH:12]=[C:11]([C:13]3[C:21]4[C:16](=[N:17][CH:18]=[C:19]([C:22]5[CH:23]=[CH:24][C:25]([O:33][CH3:34])=[C:26]([NH:28][S:29]([CH3:32])(=[O:31])=[O:30])[CH:27]=5)[CH:20]=4)[N:15](S(C4C=CC(C)=CC=4)(=O)=O)[CH:14]=3)[CH:10]=[N:9]2)=[CH:4][CH:3]=1.[OH-].[Li+]. Product: [F:1][C:2]1[CH:46]=[CH:45][C:5]([CH2:6][CH2:7][N:8]2[CH:12]=[C:11]([C:13]3[C:21]4[C:16](=[N:17][CH:18]=[C:19]([C:22]5[CH:23]=[CH:24][C:25]([O:33][CH3:34])=[C:26]([NH:28][S:29]([CH3:32])(=[O:30])=[O:31])[CH:27]=5)[CH:20]=4)[NH:15][CH:14]=3)[CH:10]=[N:9]2)=[CH:4][CH:3]=1. The catalyst class is: 87. (6) Reactant: [CH3:1][S:2](Cl)(=[O:4])=[O:3].[CH3:6][O:7][C:8]1[CH:27]=[CH:26][C:11]([CH2:12][N:13]2[C:21]3[C:16](=[CH:17][CH:18]=[C:19]([C@H:22]([OH:25])[CH2:23][OH:24])[CH:20]=3)[CH:15]=[N:14]2)=[CH:10][CH:9]=1.CCN(CC)CC. Product: [CH3:1][S:2]([O:25][C@@H:22]([C:19]1[CH:20]=[C:21]2[C:16]([CH:15]=[N:14][N:13]2[CH2:12][C:11]2[CH:10]=[CH:9][C:8]([O:7][CH3:6])=[CH:27][CH:26]=2)=[CH:17][CH:18]=1)[CH2:23][O:24][S:2]([CH3:1])(=[O:4])=[O:3])(=[O:4])=[O:3]. The catalyst class is: 2. (7) Reactant: S([O-])(=O)(=O)C.[CH3:6][C:7]1[O:11][N:10]=[C:9]([CH2:12]OS(C)(=O)=O)[CH:8]=1.[O:18]1[CH:22]=[CH:21][CH:20]=[C:19]1[C:23]1[N:38]=[C:26]2[N:27]=[C:28]([N:32]3[CH2:37][CH2:36][NH:35][CH2:34][CH2:33]3)[N:29]=[C:30]([NH2:31])[N:25]2[N:24]=1.CCN(CC)CC. Product: [O:18]1[CH:22]=[CH:21][CH:20]=[C:19]1[C:23]1[N:38]=[C:26]2[N:27]=[C:28]([N:32]3[CH2:37][CH2:36][N:35]([CH2:12][C:9]4[CH:8]=[C:7]([CH3:6])[O:11][N:10]=4)[CH2:34][CH2:33]3)[N:29]=[C:30]([NH2:31])[N:25]2[N:24]=1. The catalyst class is: 23.